Binary Classification. Given a miRNA mature sequence and a target amino acid sequence, predict their likelihood of interaction. From a dataset of Experimentally validated miRNA-target interactions with 360,000+ pairs, plus equal number of negative samples. (1) The miRNA is hsa-miR-455-3p with sequence GCAGUCCAUGGGCAUAUACAC. The protein sequence of the target gene is MAEPDLECEQIRLKCIRKEGFFTVPPEHRLGRCRSVKEFEKLNRIGEGTYGIVYRARDTQTDEIVALKKVRMDKEKDGIPISSLREITLLLRLRHPNIVELKEVVVGNHLESIFLVMGYCEQDLASLLENMPTPFSEAQVKCIVLQVLRGLQYLHRNFIIHRDLKVSNLLMTDKGCVKTADFGLARAYGVPVKPMTPKVVTLWYRAPELLLGTTTQTTSIDMWAVGCILAELLAHRPLLPGTSEIHQIDLIVQLLGTPSENIWPGFSKLPLVGQYSLRKQPYNNLKHKFPWLSEAGLRLL.... Result: 0 (no interaction). (2) The miRNA is hsa-miR-548bb-5p with sequence AAAAGUAACUAUGGUUUUUGCC. The protein sequence of the target gene is MEQLTTLPRLGDLGAMEPWALPAWQHWTQGQGCKPGDASPSIAGTPTALQVKGLRFEESSKPEGAHSPGPVGNTDPEATETGLPKLGQQAESPGYSCSGLEEEEAQAYKAKFNIGFGDRPNLELLRALGELQQRCTILKEENQMLRKSSFPETEEKVRRLKRKNAELAVIAKRLEERAQKLQETNMRVVSAPVPRPGSSLELCRKALARQRARDLSETASALLAKDKQIAALQRECRELQARLSLVGKEGPQWLHMRDFDRLLRESQREVLRLQRQIALRNQREPLRPARSPGPTAPSRV.... Result: 0 (no interaction). (3) The miRNA is hsa-miR-4291 with sequence UUCAGCAGGAACAGCU. The protein sequence of the target gene is MGAALGTGTRLAPWPGRACGALPRWTPTAPAQGCHSKPGPARPVPLKKRGYDVTRNPHLNKGMAFTLEERLQLGIHGLIPPCFLSQDVQLLRIMRYYERQQSDLDKYIILMTLQDRNEKLFYRVLTSDVEKFMPIVYTPTVGLACQHYGLTFRRPRGLFITIHDKGHLATMLNSWPEDNIKAVVVTDGERILGLGDLGCYGMGIPVGKLALYTACGGVNPQQCLPVLLDVGTNNEELLRDPLYIGLKHQRVHGKAYDDLLDEFMQAVTDKFGINCLIQFEDFANANAFRLLNKYRNKYCM.... Result: 0 (no interaction). (4) The miRNA is hsa-miR-3612 with sequence AGGAGGCAUCUUGAGAAAUGGA. The protein sequence of the target gene is MEAVVFLFSLLDCCALIFLSVYFIITLSDLECDYINARSCCSKLNKWVIPELVGHTIVTVLMLVSLHWFIFLLNLPVATWNIYRFIMVPSGNMGVFDPTEIHNRGQLKSHMKEAMIKLGFYLLCFFMYLYSMILALIND. Result: 0 (no interaction). (5) The miRNA is hsa-miR-218-5p with sequence UUGUGCUUGAUCUAACCAUGU. The protein sequence of the target gene is MVTGGGAAPPGTVTEPLPSVIVLSAGRKMAAAAAAASGPGCSSAAGAGAAGVSEWLVLRDGCMHCDADGLHSLSYHPALNAILAVTSRGTIKVIDGTSGATLQASALSAKPGGQVKCQYISAVDKVIFVDDYAVGCRKDLNGILLLDTALQTPVSKQDDVVQLELPVTEAQQLLSACLEKVDISSTEGYDLFITQLKDGLKNTSHETAANHKVAKWATVTFHLPHHVLKSIASAIVNELKKINQNVAALPVASSVMDRLSYLLPSARPELGVGPGRSVDRSLMYSEANRRETFTSWPHVG.... Result: 1 (interaction). (6) The miRNA is hsa-miR-766-3p with sequence ACUCCAGCCCCACAGCCUCAGC. Result: 1 (interaction). The protein sequence of the target gene is MAAAALLLGLALLAPRAAGAGMGACYDGAGRPQRCLPVFENAAFGRLAQASHTCGSPPEDFCPHVGAAGAGAHCQRCDAADPQRHHNASYLTDFHSQDESTWWQSPSMAFGVQYPTSVNITLRLGKAYEITYVRLKFHTSRPESFAIYKRSRADGPWEPYQFYSASCQKTYGRPEGQYLRPGEDERVAFCTSEFSDISPLSGGNVAFSTLEGRPSAYNFEESPGLQEWVTSTELLISLDRLNTFGDDIFKDPKVLQSYYYAVSDFSVGGRCKCNGHASECGPDVAGQLACRCQHNTTGTD.... (7) The miRNA is mmu-miR-3102-3p with sequence GAGCACCCCAUUGGCUACCCACA. The protein sequence of the target gene is MELEGRGAGGVAGGPAAGPGRSPGESALLDGWLQRGVGRGAGGGEAGACRPPVRQDPDSGPDYEALPAGATVTTHMVAGAVAGILEHCVMYPIDCVKTRMQSLQPDPAARYRNVLEALWRIIRTEGLWRPMRGLNVTATGAGPAHALYFACYEKLKKTLSDVIHPGGNSHIANGAAGCVATLLHDAAMNPAEVVKQRMQMYNSPYHRVTDCVRAVWQNEGAGAFYRSYTTQLTMNVPFQAIHFMTYEFLQEHFNPQRRYNPSSHVLSGACAGAVAAAATTPLDVCKTLLNTQESLALNSH.... Result: 0 (no interaction). (8) The miRNA is hsa-miR-3202 with sequence UGGAAGGGAGAAGAGCUUUAAU. The protein sequence of the target gene is MAHVLQKPKHSGTHSIVQEFQVPDYVPWQQSKQETKPSTLPPVQQANSLHTSKMKTLTRVQPVFHFKPTTVVTSCQPKNPRELHRRRKLDPGKMHAKIWLMKTSLRSGRAALRELRSRENFLSKLNRELIETIQEMENSTTLHVRALLQQQDTLATIIDILEYSNKKRLQQLKSELQEWEEKKKCKMSYLEQQAEQLNAKIEKTQEEVNFLSTYMDHEYSIKSVQISTLMRQLQQVKDSQQDELDDLGEMRRKVLESLSDKIQKKKKKILSSVVAETQRPYEEALLQKMWESQDFLKCMQ.... Result: 1 (interaction). (9) The miRNA is hsa-miR-4429 with sequence AAAAGCUGGGCUGAGAGGCG. The protein sequence of the target gene is MGLLSILRKLKSAPDQEVRILLLGLDNAGKTTLLKQLASEDISHITPTQGFNIKSVQSQGFKLNVWDIGGQRKIRPYWKNYFENTDILIYVIDSADRKRFEETGQELAELLEEEKLSCVPVLIFANKQDLLTAAPASEIAEGLNLHTIRDRVWQIQSCSALTGEGVQDGMNWVCKNVNAKKK. Result: 1 (interaction). (10) The miRNA is hsa-miR-885-5p with sequence UCCAUUACACUACCCUGCCUCU. The protein sequence of the target gene is MSTAPSLSALRSSKHSGGGGGGGGGGGADPAWTSALSGNSSGPGPGSSPAGSTKPFVHAVPPSDPLRQANRLPIKVLKMLTARTGHILHPEYLQPLPSTPVSPIELDAKKSPLALLAQTCSQIGKPDPSPSSKLSSVASNGGGAGGAGGGAAGDKDTKSGPLKLSDIGVEDKSSFKPYSKPGSDKKEPGGGGGGGGGGGGGGGGVSSEKSGFRVPSATCQPFTPRTGSPSSSASACSPGGMLSSAGGAPEGKDDKKDTDVGGGGKGTGGASAEGGPTGLAHGRISCGGGINVDVNQHPDG.... Result: 0 (no interaction).